From a dataset of Peptide-MHC class II binding affinity with 134,281 pairs from IEDB. Regression. Given a peptide amino acid sequence and an MHC pseudo amino acid sequence, predict their binding affinity value. This is MHC class II binding data. The peptide sequence is PAGFEPEMLRKKQITVL. The MHC is DRB4_0101 with pseudo-sequence DRB4_0103. The binding affinity (normalized) is 0.0246.